This data is from Full USPTO retrosynthesis dataset with 1.9M reactions from patents (1976-2016). The task is: Predict the reactants needed to synthesize the given product. The reactants are: [CH3:1][C:2]1[C:10]2[C:5](=[CH:6][CH:7]=[C:8]([NH2:11])[CH:9]=2)[NH:4][N:3]=1.[Cl:12][C:13]1[CH:18]=[CH:17][C:16]([CH:19]2[CH2:24][C:23](=[O:25])[NH:22][C:21]([CH3:26])=[C:20]2[C:27](O)=[O:28])=[CH:15][C:14]=1[O:30][CH3:31].C(Cl)CCl.CCN(CC)CC. Given the product [Cl:12][C:13]1[CH:18]=[CH:17][C:16]([CH:19]2[CH2:24][C:23](=[O:25])[NH:22][C:21]([CH3:26])=[C:20]2[C:27]([NH:11][C:8]2[CH:9]=[C:10]3[C:5](=[CH:6][CH:7]=2)[NH:4][N:3]=[C:2]3[CH3:1])=[O:28])=[CH:15][C:14]=1[O:30][CH3:31], predict the reactants needed to synthesize it.